Dataset: Catalyst prediction with 721,799 reactions and 888 catalyst types from USPTO. Task: Predict which catalyst facilitates the given reaction. (1) Reactant: [CH3:1][N:2]1[CH:6]=[C:5]([S:7](Cl)(=[O:9])=[O:8])[N:4]=[CH:3]1.[CH3:11][O:12][C:13]1[CH:20]=[CH:19][C:16]([CH2:17][NH2:18])=[CH:15][CH:14]=1.CCN(CC)CC. Product: [CH3:11][O:12][C:13]1[CH:20]=[CH:19][C:16]([CH2:17][NH:18][S:7]([C:5]2[N:4]=[CH:3][N:2]([CH3:1])[CH:6]=2)(=[O:9])=[O:8])=[CH:15][CH:14]=1. The catalyst class is: 34. (2) Reactant: [Br:1][C:2]1[CH:10]=[CH:9][C:5]([C:6](O)=[O:7])=[CH:4][C:3]=1[CH3:11].CN(C)CCCN=C=NCC.[NH2:23][CH2:24][Si:25]([CH3:28])([CH3:27])[CH3:26].O. Product: [Br:1][C:2]1[CH:10]=[CH:9][C:5]([C:6]([NH:23][CH2:24][Si:25]([CH3:28])([CH3:27])[CH3:26])=[O:7])=[CH:4][C:3]=1[CH3:11]. The catalyst class is: 143. (3) Reactant: Cl[C:2]1[CH:3]=[CH:4][C:5]2[N:6]([C:8]([CH3:11])=[N:9][N:10]=2)[N:7]=1.[C:12]1([CH:18]([NH2:20])[CH3:19])[CH:17]=[CH:16][CH:15]=[CH:14][CH:13]=1.CN1C(=O)CCC1. Product: [CH3:11][C:8]1[N:6]2[N:7]=[C:2]([NH:20][CH:18]([C:12]3[CH:17]=[CH:16][CH:15]=[CH:14][CH:13]=3)[CH3:19])[CH:3]=[CH:4][C:5]2=[N:10][N:9]=1. The catalyst class is: 24. (4) Reactant: [C:1]1([C:7]2(O)[CH2:16][CH2:15][C:10]3([O:14][CH2:13][CH2:12][O:11]3)[CH2:9][CH2:8]2)[CH:6]=[CH:5][CH:4]=[CH:3][CH:2]=1.[N-:18]=[N+:19]=[N-:20].[Na+].FC(F)(F)C(O)=O. Product: [N:18]([C:7]1([C:1]2[CH:6]=[CH:5][CH:4]=[CH:3][CH:2]=2)[CH2:16][CH2:15][C:10]2([O:14][CH2:13][CH2:12][O:11]2)[CH2:9][CH2:8]1)=[N+:19]=[N-:20]. The catalyst class is: 2. (5) Reactant: [CH3:1][S:2](Cl)(=[O:4])=[O:3].[CH3:6][CH:7]([CH3:26])[CH2:8][CH2:9][O:10][C:11]1[CH:16]=[CH:15][C:14]([NH:17][CH2:18][C:19]([O:21][C:22]([CH3:25])([CH3:24])[CH3:23])=[O:20])=[CH:13][CH:12]=1.C(N(CC)CC)C.Cl. Product: [CH3:6][CH:7]([CH3:26])[CH2:8][CH2:9][O:10][C:11]1[CH:16]=[CH:15][C:14]([N:17]([S:2]([CH3:1])(=[O:4])=[O:3])[CH2:18][C:19]([O:21][C:22]([CH3:23])([CH3:25])[CH3:24])=[O:20])=[CH:13][CH:12]=1. The catalyst class is: 4. (6) Reactant: [CH2:1]([N:5]1C[CH2:8][CH2:7][C:6]1=O)[CH:2]([CH3:4])[CH3:3].CS(O)(=O)=O.[C:16](=[O:19])([O-])[O-:17].[Na+].[Na+].[Br:22][C:23]1[CH:24]=[CH:25][C:26](F)=[C:27]([CH:30]=1)[CH:28]=[O:29].Cl. Product: [Br:22][C:23]1[CH:24]=[CH:25][C:26]([N:5]([CH2:1][CH:2]([CH3:4])[CH3:3])[CH2:6][CH2:7][CH2:8][C:16]([OH:17])=[O:19])=[C:27]([CH:28]=[O:29])[CH:30]=1. The catalyst class is: 58. (7) Reactant: Cl[C:2]1[C:11]2[C:6](=[CH:7][C:8]([O:14][CH3:15])=[C:9]([O:12][CH3:13])[CH:10]=2)[N:5]=[CH:4][N:3]=1.C(O[C:21]([NH:23][CH:24]1[CH2:28][CH2:27][NH:26][CH2:25]1)=[O:22])(C)(C)C.CCN(C(C)C)C(C)C.C(O)(C(F)(F)F)=O.[O:45]([C:52]1[CH:57]=[CH:56][C:55]([N:58]=C=O)=[CH:54][CH:53]=1)[C:46]1[CH:51]=[CH:50][CH:49]=[CH:48][CH:47]=1. Product: [CH3:13][O:12][C:9]1[CH:10]=[C:11]2[C:6](=[CH:7][C:8]=1[O:14][CH3:15])[N:5]=[CH:4][N:3]=[C:2]2[N:26]1[CH2:27][CH2:28][CH:24]([NH:23][C:21]([NH:58][C:55]2[CH:54]=[CH:53][C:52]([O:45][C:46]3[CH:51]=[CH:50][CH:49]=[CH:48][CH:47]=3)=[CH:57][CH:56]=2)=[O:22])[CH2:25]1. The catalyst class is: 583. (8) Product: [Cl:19][C:12]1[CH:11]=[CH:10][C:9]2[C:8]3[C:7]4[NH:20][CH2:21][C@@H:3]([CH2:2][N:30]([CH3:29])[CH3:25])[NH:4][C:5](=[O:22])[C:6]=4[S:18][C:17]=3[CH:16]=[CH:15][C:14]=2[N:13]=1. Reactant: N[CH2:2][C@@H:3]1[CH2:21][NH:20][C:7]2[C:8]3[C:9]4[CH:10]=[CH:11][C:12]([Cl:19])=[N:13][C:14]=4[CH:15]=[CH:16][C:17]=3[S:18][C:6]=2[C:5](=[O:22])[NH:4]1.C=O.[C:25](O)(=O)C.[C:29]([BH3-])#[N:30].[Na+]. The catalyst class is: 5.